This data is from Forward reaction prediction with 1.9M reactions from USPTO patents (1976-2016). The task is: Predict the product of the given reaction. (1) Given the reactants [CH3:1][O:2][S:3]([C:6]([F:9])([F:8])[F:7])(=[O:5])=[O:4].[CH3:10][O:11][C:12]1[CH:17]=[CH:16][N:15]=[C:14]([CH:18]=[O:19])[CH:13]=1.N1C=CC=CC=1, predict the reaction product. The product is: [OH:5][S:3]([C:6]([F:9])([F:8])[F:7])(=[O:4])=[O:2].[CH3:1][N:15]1[CH:16]=[CH:17][C:12]([O:11][CH3:10])=[CH:13][CH:14]1[CH:18]=[O:19]. (2) The product is: [CH3:27][O:28][CH2:29][CH2:30][O:31][CH2:32][O:8][C:7](=[O:9])[C:6]1[CH:10]=[C:11]([O:14][C:16]2[C:21]([CH3:22])=[CH:20][C:19]([N+:23]([O-:25])=[O:24])=[CH:18][C:17]=2[CH3:26])[CH:12]=[CH:13][C:5]=1[O:4][CH2:27][O:28][CH2:29][CH2:30][O:31][CH3:32]. Given the reactants [Na].[H-].[Na+].[OH:4][C:5]1[CH:13]=[CH:12][C:11]([OH:14])=[CH:10][C:6]=1[C:7]([OH:9])=[O:8].Cl[C:16]1[C:21]([CH3:22])=[CH:20][C:19]([N+:23]([O-:25])=[O:24])=[CH:18][C:17]=1[CH3:26].[CH3:27][O:28][CH2:29][CH2:30][O:31][CH2:32]Cl, predict the reaction product. (3) Given the reactants Cl[C:2]1[CH:3]=[CH:4][N:5]=[C:6]2[C:11]=1[N:10]=[C:9]([C:12]1[CH:13]=[C:14]([NH:18][S:19]([C:22]3[CH:27]=[CH:26][CH:25]=[CH:24][CH:23]=3)(=[O:21])=[O:20])[CH:15]=[N:16][CH:17]=1)[CH:8]=[CH:7]2.Cl.[CH3:29][N:30]([CH2:32][C:33]1[CH:38]=[CH:37][C:36](B(O)O)=[CH:35][CH:34]=1)[CH3:31], predict the reaction product. The product is: [CH3:29][N:30]([CH2:32][C:33]1[CH:38]=[CH:37][C:36]([C:2]2[CH:3]=[CH:4][N:5]=[C:6]3[C:11]=2[N:10]=[C:9]([C:12]2[CH:13]=[C:14]([NH:18][S:19]([C:22]4[CH:23]=[CH:24][CH:25]=[CH:26][CH:27]=4)(=[O:20])=[O:21])[CH:15]=[N:16][CH:17]=2)[CH:8]=[CH:7]3)=[CH:35][CH:34]=1)[CH3:31].